This data is from Forward reaction prediction with 1.9M reactions from USPTO patents (1976-2016). The task is: Predict the product of the given reaction. (1) Given the reactants [CH3:1][S:2]([C:5]1[S:9][C:8]([C:10]([OH:12])=O)=[CH:7][CH:6]=1)(=[O:4])=[O:3].S(Cl)(Cl)=O.CN(C=O)C.[NH:22]1[C:30]2[C:25](=[CH:26][CH:27]=[CH:28][CH:29]=2)[C:24](/[CH:31]=[CH:32]/[C:33]2[CH:38]=[CH:37][CH:36]=[CH:35][C:34]=2[NH2:39])=[N:23]1.C(N(CC)CC)C, predict the reaction product. The product is: [NH:22]1[C:30]2[C:25](=[CH:26][CH:27]=[CH:28][CH:29]=2)[C:24](/[CH:31]=[CH:32]/[C:33]2[CH:38]=[CH:37][CH:36]=[CH:35][C:34]=2[NH:39][C:10]([C:8]2[S:9][C:5]([S:2]([CH3:1])(=[O:3])=[O:4])=[CH:6][CH:7]=2)=[O:12])=[N:23]1. (2) Given the reactants CC1(C)[O:6][C@H:5]([C:7]([N:9]2[CH2:14][CH2:13][C:12]([C:15]3[C:20]([F:21])=[CH:19][C:18]([N:22]4[CH2:26][C@H:25]([CH2:27][N:28]([C:36]5[S:40][N:39]=[C:38]([CH3:41])[CH:37]=5)C(OC(C)(C)C)=O)[O:24][C:23]4=[O:42])=[CH:17][C:16]=3[F:43])=[CH:11][CH2:10]2)=[O:8])[CH2:4][O:3]1.CO, predict the reaction product. The product is: [OH:6][C@@H:5]([CH2:4][OH:3])[C:7]([N:9]1[CH2:14][CH2:13][C:12]([C:15]2[C:20]([F:21])=[CH:19][C:18]([N:22]3[CH2:26][C@H:25]([CH2:27][NH:28][C:36]4[S:40][N:39]=[C:38]([CH3:41])[CH:37]=4)[O:24][C:23]3=[O:42])=[CH:17][C:16]=2[F:43])=[CH:11][CH2:10]1)=[O:8]. (3) The product is: [F:1][C:2]1[CH:7]=[CH:6][C:5]([NH:8][C:26]([C:22]2[S:21][CH:25]=[CH:24][CH:23]=2)=[O:27])=[CH:4][C:3]=1[N+:9]([O-:11])=[O:10]. Given the reactants [F:1][C:2]1[CH:7]=[CH:6][C:5]([NH2:8])=[CH:4][C:3]=1[N+:9]([O-:11])=[O:10].CCN(C(C)C)C(C)C.[S:21]1[CH:25]=[CH:24][CH:23]=[C:22]1[C:26](Cl)=[O:27].O, predict the reaction product. (4) Given the reactants [Cl:1][C:2]1[CH:11]=[C:10]2[C:5]([N:6]=[C:7]([C:15]3[CH2:20][CH2:19][N:18](C(OC(C)(C)C)=O)[CH2:17][CH:16]=3)[C:8]3[N:9]2[CH:12]=[N:13][N:14]=3)=[CH:4][CH:3]=1.C(Cl)Cl.FC(F)(F)C(O)=O.C([SiH](CC)CC)C, predict the reaction product. The product is: [Cl:1][C:2]1[CH:11]=[C:10]2[C:5]([N:6]=[C:7]([CH:15]3[CH2:20][CH2:19][NH:18][CH2:17][CH2:16]3)[C:8]3[N:9]2[CH:12]=[N:13][N:14]=3)=[CH:4][CH:3]=1.